From a dataset of Reaction yield outcomes from USPTO patents with 853,638 reactions. Predict the reaction yield, written as a fraction of the theoretical maximum amount of product (1.0 means a 100% yield; for example, 0.34 means a 34% yield). (1) The reactants are C(=O)([O-])[O-].[K+].[K+].[I-:7].[F:8][C:9]1[CH:18]=[CH:17][C:16]([O:19][CH2:20][CH2:21][CH3:22])=[C:15]2[C:10]=1[C:11](=[O:27])[CH:12]=[C:13]([C:23]([F:26])([F:25])[F:24])[NH:14]2.S([O-])([O-])=O.[Na+].[Na+]. The catalyst is C(OCC)(=O)C.CN(C=O)C. The product is [F:8][C:9]1[CH:18]=[CH:17][C:16]([O:19][CH2:20][CH2:21][CH3:22])=[C:15]2[C:10]=1[C:11](=[O:27])[C:12]([I:7])=[C:13]([C:23]([F:25])([F:26])[F:24])[NH:14]2. The yield is 0.550. (2) The reactants are [CH3:1][O:2][C:3](=[O:22])[CH:4]([C:9]1[CH:14]=[CH:13][C:12]([NH2:15])=[C:11]([C:16]2[CH2:21][CH2:20][CH2:19][CH2:18][CH:17]=2)[CH:10]=1)[C:5]([O:7][CH3:8])=[O:6].[K+].[C:24]([C:26]1[N:27]=[C:28]([C:39]([O-])=[O:40])[N:29]([CH2:31][O:32][CH2:33][CH2:34][Si:35]([CH3:38])([CH3:37])[CH3:36])[CH:30]=1)#[N:25].F[P-](F)(F)(F)(F)F.Br[P+](N1CCCC1)(N1CCCC1)N1CCCC1.C(N(CC)C(C)C)(C)C. The catalyst is CN(C=O)C.CCOC(C)=O. The product is [CH3:1][O:2][C:3](=[O:22])[CH:4]([C:9]1[CH:14]=[CH:13][C:12]([NH:15][C:39]([C:28]2[N:29]([CH2:31][O:32][CH2:33][CH2:34][Si:35]([CH3:38])([CH3:37])[CH3:36])[CH:30]=[C:26]([C:24]#[N:25])[N:27]=2)=[O:40])=[C:11]([C:16]2[CH2:21][CH2:20][CH2:19][CH2:18][CH:17]=2)[CH:10]=1)[C:5]([O:7][CH3:8])=[O:6]. The yield is 0.850. (3) The reactants are Br[C:2]1[CH:7]=[C:6]([C:8]([CH3:11])([CH3:10])[CH3:9])[C:5]([N+:12]([O-:14])=[O:13])=[CH:4][C:3]=1[NH2:15].CCN(CC)CC.[CH3:23][Si:24]([C:27]#[CH:28])([CH3:26])[CH3:25]. The catalyst is C1(C)C=CC=CC=1.O.Cl[Pd](Cl)([P](C1C=CC=CC=1)(C1C=CC=CC=1)C1C=CC=CC=1)[P](C1C=CC=CC=1)(C1C=CC=CC=1)C1C=CC=CC=1.[Cu]I. The product is [C:8]([C:6]1[C:5]([N+:12]([O-:14])=[O:13])=[CH:4][C:3]([NH:15][C:28]#[C:27][Si:24]([CH3:26])([CH3:25])[CH3:23])=[CH:2][CH:7]=1)([CH3:11])([CH3:10])[CH3:9]. The yield is 0.810. (4) The reactants are [CH2:1]([C@@:4]1([C:20]2[CH:25]=[CH:24][C:23]([F:26])=[CH:22][CH:21]=2)[O:9][C:8](=[O:10])[N:7]([C@H:11]([C:13]2[CH:18]=[CH:17][C:16]([Br:19])=[CH:15][CH:14]=2)[CH3:12])[CH2:6][CH2:5]1)[CH:2]=[CH2:3].C1C[O:30]CC1. No catalyst specified. The product is [Br:19][C:16]1[CH:17]=[CH:18][C:13]([C@@H:11]([N:7]2[CH2:6][CH2:5][C@@:4]([C:20]3[CH:21]=[CH:22][C:23]([F:26])=[CH:24][CH:25]=3)([CH2:1][CH2:2][CH2:3][OH:30])[O:9][C:8]2=[O:10])[CH3:12])=[CH:14][CH:15]=1. The yield is 0.920.